This data is from Forward reaction prediction with 1.9M reactions from USPTO patents (1976-2016). The task is: Predict the product of the given reaction. Given the reactants [F:1][C:2]1[C:11]2[CH2:10][O:9][C:8](=[O:12])[N:7]([CH3:13])[C:6]=2[C:5]([F:14])=[CH:4][C:3]=1[N:15]1[CH2:19][C@H:18]([CH2:20][NH:21]C(=O)OC(C)(C)C)[O:17][C:16]1=[O:29].C(O)(C(F)(F)F)=O.C(Cl)Cl, predict the reaction product. The product is: [NH2:21][CH2:20][C@@H:18]1[O:17][C:16](=[O:29])[N:15]([C:3]2[CH:4]=[C:5]([F:14])[C:6]3[N:7]([CH3:13])[C:8](=[O:12])[O:9][CH2:10][C:11]=3[C:2]=2[F:1])[CH2:19]1.